This data is from Full USPTO retrosynthesis dataset with 1.9M reactions from patents (1976-2016). The task is: Predict the reactants needed to synthesize the given product. (1) Given the product [Cl:24][C:6]1[CH:5]=[N:4][CH:3]=[C:2]([Cl:1])[C:7]=1[NH:8][C:9]([C:11]1[C:12]2[N:13]([N:19]=[C:20]([CH:22]=[O:23])[CH:21]=2)[C:14]([O:17][CH3:18])=[CH:15][CH:16]=1)=[O:10], predict the reactants needed to synthesize it. The reactants are: [Cl:1][C:2]1[CH:3]=[N:4][CH:5]=[C:6]([Cl:24])[C:7]=1[NH:8][C:9]([C:11]1[C:12]2[N:13]([N:19]=[C:20]([CH2:22][OH:23])[CH:21]=2)[C:14]([O:17][CH3:18])=[CH:15][CH:16]=1)=[O:10]. (2) Given the product [NH2:1][C:2]1[CH:7]=[CH:6][C:5]([S:8][C:10]2[CH:15]=[CH:14][N:13]=[C:12]([C:16]([NH:18][CH3:19])=[O:17])[CH:11]=2)=[CH:4][CH:3]=1, predict the reactants needed to synthesize it. The reactants are: [NH2:1][C:2]1[CH:7]=[CH:6][C:5]([SH:8])=[CH:4][CH:3]=1.Cl[C:10]1[CH:15]=[CH:14][N:13]=[C:12]([C:16]([NH:18][CH3:19])=[O:17])[CH:11]=1. (3) The reactants are: [BH4-].[Na+].[CH2:3]([C:5]1[CH:23]=[CH:22][C:8]([O:9][C:10]2[CH:15]=[CH:14][C:13]([C:16](=[O:21])[CH2:17][CH2:18][CH:19]=[O:20])=[CH:12][CH:11]=2)=[C:7]([OH:24])[CH:6]=1)[CH3:4].C(O)(=O)C. Given the product [CH2:3]([C:5]1[CH:23]=[CH:22][C:8]([O:9][C:10]2[CH:11]=[CH:12][C:13]([C:16](=[O:21])[CH2:17][CH2:18][CH2:19][OH:20])=[CH:14][CH:15]=2)=[C:7]([OH:24])[CH:6]=1)[CH3:4], predict the reactants needed to synthesize it. (4) Given the product [CH2:6]([O:8][C:9](=[O:18])[CH2:10][C:11]1[CH:12]=[N:13][C:14]([Br:1])=[N:15][CH:16]=1)[CH3:7], predict the reactants needed to synthesize it. The reactants are: [Br:1][Si](C)(C)C.[CH2:6]([O:8][C:9](=[O:18])[CH2:10][C:11]1[CH:12]=[N:13][C:14](Cl)=[N:15][CH:16]=1)[CH3:7].C(OCC)C.[OH-].[Na+].